Dataset: Full USPTO retrosynthesis dataset with 1.9M reactions from patents (1976-2016). Task: Predict the reactants needed to synthesize the given product. (1) Given the product [CH3:1][C:2]1[N:3]=[C:4]([S:13][CH2:14][CH2:15][CH:16]([C:21]2[S:22][C:23]3[CH:30]=[C:29]([C:31]([F:34])([F:32])[F:33])[CH:28]=[CH:27][C:24]=3[C:25]=2[CH3:26])[CH2:17][CH2:18][CH2:19][CH3:20])[S:5][C:6]=1[CH2:7][C:8]([OH:10])=[O:9], predict the reactants needed to synthesize it. The reactants are: [CH3:1][C:2]1[N:3]=[C:4]([S:13][CH2:14][CH2:15][CH:16]([C:21]2[S:22][C:23]3[CH:30]=[C:29]([C:31]([F:34])([F:33])[F:32])[CH:28]=[CH:27][C:24]=3[C:25]=2[CH3:26])[CH2:17][CH2:18][CH2:19][CH3:20])[S:5][C:6]=1[CH2:7][C:8]([O:10]CC)=[O:9].[OH-].[Na+]. (2) The reactants are: [S:1]1[C:5]2[CH:6]=[CH:7][CH:8]=[CH:9][C:4]=2[CH:3]=[C:2]1[CH2:10]O.CS(OS(C)(=O)=O)(=O)=O.CCN(C(C)C)C(C)C.[F:30][C:31]1[CH:36]=[CH:35][CH:34]=[CH:33][C:32]=1[N:37]1[CH2:42][CH2:41][NH:40][CH2:39][CH2:38]1. Given the product [S:1]1[C:5]2[CH:6]=[CH:7][CH:8]=[CH:9][C:4]=2[CH:3]=[C:2]1[CH2:10][N:40]1[CH2:39][CH2:38][N:37]([C:32]2[CH:33]=[CH:34][CH:35]=[CH:36][C:31]=2[F:30])[CH2:42][CH2:41]1, predict the reactants needed to synthesize it. (3) The reactants are: C(OC([N:8]1[CH2:14][C:13]2[CH:15]=[C:16]([C:19](O)=O)[CH:17]=[CH:18][C:12]=2[O:11][CH2:10][CH2:9]1)=O)(C)(C)C.[NH2:22][NH:23][C:24]([NH2:26])=[S:25].CCN(C(C)C)C(C)C.CN(C(ON1N=NC2C=CC=NC1=2)=[N+](C)C)C.F[P-](F)(F)(F)(F)F. Given the product [O:11]1[C:12]2[CH:18]=[CH:17][C:16]([C:19]3[S:25][C:24]([NH2:26])=[N:23][N:22]=3)=[CH:15][C:13]=2[CH2:14][NH:8][CH2:9][CH2:10]1, predict the reactants needed to synthesize it. (4) Given the product [ClH:13].[Cl:1][CH2:9][CH:7]1[CH2:8][N:5]([CH:2]([CH3:4])[CH3:3])[CH2:6]1, predict the reactants needed to synthesize it. The reactants are: [ClH:1].[CH:2]([N:5]1[CH2:8][CH:7]([CH2:9]O)[CH2:6]1)([CH3:4])[CH3:3].S(Cl)([Cl:13])=O. (5) Given the product [NH:1]1[C:4]2[C:5](=[N:6][C:7]([NH:10][CH2:11][CH:12]3[CH2:17][CH2:16][N:15]([S:18]([CH2:21][CH2:22][C:23]4[CH:28]=[CH:27][CH:26]=[CH:25][CH:24]=4)(=[O:20])=[O:19])[CH2:14][CH2:13]3)=[CH:8][CH:9]=2)[N:29]=[CH:33]1, predict the reactants needed to synthesize it. The reactants are: [N+:1]([C:4]1[C:5]([NH2:29])=[N:6][C:7]([NH:10][CH2:11][CH:12]2[CH2:17][CH2:16][N:15]([S:18]([CH2:21][CH2:22][C:23]3[CH:28]=[CH:27][CH:26]=[CH:25][CH:24]=3)(=[O:20])=[O:19])[CH2:14][CH2:13]2)=[CH:8][CH:9]=1)([O-])=O.[H][H].N[C:33]1C=CN=C(N)C=1N.Cl.[OH-].[Na+]. (6) Given the product [CH:1]([O:16][C:15]1[CH:14]=[C:13]([CH:21]=[CH:20][C:17]=1[O:18][CH3:19])[CH:12]=[O:11])([CH3:3])[CH3:2], predict the reactants needed to synthesize it. The reactants are: [CH:1](Br)([CH3:3])[CH3:2].C([O-])([O-])=O.[K+].[K+].[O:11]=[CH:12][C:13]1[CH:21]=[CH:20][C:17]([O:18][CH3:19])=[C:15]([OH:16])[CH:14]=1. (7) Given the product [CH3:27][C:21]1([CH3:28])[C:18]2[CH:19]=[C:20]3[C:15](=[CH:16][C:17]=2[C:24]([CH3:26])([CH3:25])[CH2:23][CH2:22]1)[O:14][CH2:13][CH:12]=[C:11]3[CH2:10][C:7]1[CH:8]=[CH:9][C:4]([C:3]([OH:29])=[O:2])=[CH:5][CH:6]=1, predict the reactants needed to synthesize it. The reactants are: C[O:2][C:3](=[O:29])[C:4]1[CH:9]=[CH:8][C:7]([CH:10]=[C:11]2[C:20]3[C:15](=[CH:16][C:17]4[C:24]([CH3:26])([CH3:25])[CH2:23][CH2:22][C:21]([CH3:28])([CH3:27])[C:18]=4[CH:19]=3)[O:14][CH2:13][CH2:12]2)=[CH:6][CH:5]=1.Cl.